Dataset: Reaction yield outcomes from USPTO patents with 853,638 reactions. Task: Predict the reaction yield, written as a fraction of the theoretical maximum amount of product (1.0 means a 100% yield; for example, 0.34 means a 34% yield). (1) The reactants are [CH2:1]([N:6]1[C:14]2[N:13]=[CH:12][NH:11][C:10]=2[C:9](=[O:15])[N:8]2[C:16]([CH2:19][CH2:20][CH2:21][N:22]3[CH:26]=[C:25]([C:27]4[CH:32]=[CH:31][CH:30]=[CH:29][CH:28]=4)[CH:24]=[N:23]3)=[N:17][N:18]=[C:7]12)[CH2:2][CH2:3][CH2:4][CH3:5].[Br:33]N1C(=O)CCC1=O. The catalyst is C1COCC1. The product is [Br:33][C:12]1[NH:11][C:10]2[C:9](=[O:15])[N:8]3[C:16]([CH2:19][CH2:20][CH2:21][N:22]4[CH:26]=[C:25]([C:27]5[CH:32]=[CH:31][CH:30]=[CH:29][CH:28]=5)[CH:24]=[N:23]4)=[N:17][N:18]=[C:7]3[N:6]([CH2:1][CH2:2][CH2:3][CH2:4][CH3:5])[C:14]=2[N:13]=1. The yield is 0.380. (2) The reactants are Cl[C:2]1[CH:7]=[C:6]([CH:8]2[CH2:13][CH2:12][N:11]([CH:14]3[CH2:17][O:16][CH2:15]3)[CH2:10][CH2:9]2)[CH:5]=[C:4]([N:18]2[CH2:21][CH:20]([O:22][CH3:23])[CH2:19]2)[N:3]=1.CC1(C)C(C)(C)OB([C:32]2[CH:33]=[C:34]([C:39]([F:42])([F:41])[F:40])[C:35]([NH2:38])=[N:36][CH:37]=2)O1.C(=O)([O-])[O-].[Cs+].[Cs+]. The catalyst is O1CCOCC1.O.C1C=CC(P(C2C=CC=CC=2)[C-]2C=CC=C2)=CC=1.C1C=CC(P(C2C=CC=CC=2)[C-]2C=CC=C2)=CC=1.Cl[Pd]Cl.[Fe+2]. The product is [CH3:23][O:22][CH:20]1[CH2:21][N:18]([C:4]2[N:3]=[C:2]([C:32]3[CH:37]=[N:36][C:35]([NH2:38])=[C:34]([C:39]([F:42])([F:41])[F:40])[CH:33]=3)[CH:7]=[C:6]([CH:8]3[CH2:13][CH2:12][N:11]([CH:14]4[CH2:17][O:16][CH2:15]4)[CH2:10][CH2:9]3)[CH:5]=2)[CH2:19]1. The yield is 0.615. (3) The reactants are [CH3:1][O:2][C:3]1[CH:10]=[CH:9][C:6]([CH:7]=O)=[CH:5][C:4]=1[O:11][CH2:12][O:13][CH3:14].O1CCCC1.C(OP([CH2:28][C:29]([O:31][CH2:32][CH3:33])=[O:30])(OCC)=O)C.[H-].[Na+]. The catalyst is CN(C)C=O. The product is [CH3:1][O:2][C:3]1[CH:10]=[CH:9][C:6](/[CH:7]=[CH:28]/[C:29]([O:31][CH2:32][CH3:33])=[O:30])=[CH:5][C:4]=1[O:11][CH2:12][O:13][CH3:14]. The yield is 0.888. (4) The reactants are CC(C)([O-])C.[Na+].Br[C:8]1[C:17]2[O:16][CH2:15][CH2:14][N:13]([S:18]([C:21]3[CH:26]=[CH:25][C:24]([Cl:27])=[CH:23][CH:22]=3)(=[O:20])=[O:19])[C:12]=2[CH:11]=[C:10]([CH3:28])[CH:9]=1.[NH:29]1[CH2:34][CH2:33][NH:32][CH2:31][CH2:30]1. The catalyst is C1(C)C=CC=CC=1.C(OCC)(=O)C.C1C=CC(/C=C/C(/C=C/C2C=CC=CC=2)=O)=CC=1.C1C=CC(/C=C/C(/C=C/C2C=CC=CC=2)=O)=CC=1.C1C=CC(/C=C/C(/C=C/C2C=CC=CC=2)=O)=CC=1.[Pd].[Pd].C1(P(C2C=CC=CC=2)C2C=CC3C(=CC=CC=3)C=2C2C3C(=CC=CC=3)C=CC=2P(C2C=CC=CC=2)C2C=CC=CC=2)C=CC=CC=1. The product is [Cl:27][C:24]1[CH:25]=[CH:26][C:21]([S:18]([N:13]2[C:12]3[CH:11]=[C:10]([CH3:28])[CH:9]=[C:8]([N:29]4[CH2:34][CH2:33][NH:32][CH2:31][CH2:30]4)[C:17]=3[O:16][CH2:15][CH2:14]2)(=[O:20])=[O:19])=[CH:22][CH:23]=1. The yield is 0.796. (5) The reactants are [F:1][C:2]1[CH:3]=[C:4]([NH2:10])[C:5]([NH:8][CH3:9])=[CH:6][CH:7]=1.[Cl:11][CH2:12][C:13](O)=O. No catalyst specified. The product is [Cl:11][CH2:12][C:13]1[N:8]([CH3:9])[C:5]2[CH:6]=[CH:7][C:2]([F:1])=[CH:3][C:4]=2[N:10]=1. The yield is 0.0800. (6) The reactants are Cl[C:2]1[N:31]=[CH:30][C:5]2[N:6]=[C:7]([C:12]3[CH:17]=[CH:16][C:15]([O:18][CH:19]4[CH2:24][CH2:23][N:22]([CH:25]5[CH2:29][CH2:28][CH2:27][CH2:26]5)[CH2:21][CH2:20]4)=[CH:14][CH:13]=3)[N:8]([CH3:11])[C:9](=[O:10])[C:4]=2[CH:3]=1.C(N(CC)CC)C.[H][H]. The catalyst is C(OCC)(=O)C.[C].[Pd]. The product is [CH:25]1([N:22]2[CH2:21][CH2:20][CH:19]([O:18][C:15]3[CH:14]=[CH:13][C:12]([C:7]4[N:8]([CH3:11])[C:9](=[O:10])[C:4]5[CH:3]=[CH:2][N:31]=[CH:30][C:5]=5[N:6]=4)=[CH:17][CH:16]=3)[CH2:24][CH2:23]2)[CH2:26][CH2:27][CH2:28][CH2:29]1. The yield is 0.710.